From a dataset of Full USPTO retrosynthesis dataset with 1.9M reactions from patents (1976-2016). Predict the reactants needed to synthesize the given product. The reactants are: [C:1]([NH:24][CH2:25][CH2:26][NH:27][P:28](=O)([O:48][C:49]1[CH:54]=[CH:53][CH:52]=[CH:51][CH:50]=1)[O:29]C[C@@H]1[C@@H](N=[N+]=[N-])C[C@@H](N2C=C(C)C(=O)NC2=O)O1)(=[O:23])[CH2:2][CH2:3]/[CH:4]=[CH:5]\[CH2:6]/[CH:7]=[CH:8]\[CH2:9]/[CH:10]=[CH:11]\[CH2:12]/[CH:13]=[CH:14]\[CH2:15]/[CH:16]=[CH:17]\[CH2:18]/[CH:19]=[CH:20]\[CH2:21][CH3:22].[CH2:56]1[S:60][C@H:59]([CH2:61][OH:62])[O:58][C@@H:57]1[N:63]1[C:68](=[O:69])[N:67]=[C:66]([NH2:70])[CH:65]=[CH:64]1. Given the product [C:1]([NH:24][CH2:25][CH2:26][NH:27][P:28](=[O:29])([O:48][C:49]1[CH:54]=[CH:53][CH:52]=[CH:51][CH:50]=1)[O:62][CH2:61][C@H:59]1[S:60][CH2:56][C@@H:57]([N:63]2[CH:64]=[CH:65][C:66]([NH2:70])=[N:67][C:68]2=[O:69])[O:58]1)(=[O:23])[CH2:2][CH2:3]/[CH:4]=[CH:5]\[CH2:6]/[CH:7]=[CH:8]\[CH2:9]/[CH:10]=[CH:11]\[CH2:12]/[CH:13]=[CH:14]\[CH2:15]/[CH:16]=[CH:17]\[CH2:18]/[CH:19]=[CH:20]\[CH2:21][CH3:22], predict the reactants needed to synthesize it.